Dataset: NCI-60 drug combinations with 297,098 pairs across 59 cell lines. Task: Regression. Given two drug SMILES strings and cell line genomic features, predict the synergy score measuring deviation from expected non-interaction effect. (1) Drug 1: C1CN1P(=S)(N2CC2)N3CC3. Drug 2: CCC(=C(C1=CC=CC=C1)C2=CC=C(C=C2)OCCN(C)C)C3=CC=CC=C3.C(C(=O)O)C(CC(=O)O)(C(=O)O)O. Cell line: NCI/ADR-RES. Synergy scores: CSS=12.4, Synergy_ZIP=-2.63, Synergy_Bliss=2.30, Synergy_Loewe=-6.25, Synergy_HSA=-1.41. (2) Drug 1: C1=CN(C=N1)CC(O)(P(=O)(O)O)P(=O)(O)O. Drug 2: CS(=O)(=O)OCCCCOS(=O)(=O)C. Cell line: LOX IMVI. Synergy scores: CSS=11.7, Synergy_ZIP=-3.87, Synergy_Bliss=-1.55, Synergy_Loewe=0.443, Synergy_HSA=0.267. (3) Drug 1: C1CCC(CC1)NC(=O)N(CCCl)N=O. Drug 2: CC(C)CN1C=NC2=C1C3=CC=CC=C3N=C2N. Cell line: HCT116. Synergy scores: CSS=25.7, Synergy_ZIP=3.80, Synergy_Bliss=6.82, Synergy_Loewe=6.69, Synergy_HSA=6.31. (4) Drug 1: CC1=C(C(=O)C2=C(C1=O)N3CC4C(C3(C2COC(=O)N)OC)N4)N. Drug 2: N.N.Cl[Pt+2]Cl. Cell line: SK-MEL-2. Synergy scores: CSS=59.3, Synergy_ZIP=6.47, Synergy_Bliss=9.33, Synergy_Loewe=0.200, Synergy_HSA=8.39. (5) Drug 1: CC=C1C(=O)NC(C(=O)OC2CC(=O)NC(C(=O)NC(CSSCCC=C2)C(=O)N1)C(C)C)C(C)C. Drug 2: C1CN(CCN1C(=O)CCBr)C(=O)CCBr. Cell line: MOLT-4. Synergy scores: CSS=60.9, Synergy_ZIP=-0.101, Synergy_Bliss=0.0909, Synergy_Loewe=-3.74, Synergy_HSA=0.763. (6) Drug 1: COC1=CC(=CC(=C1O)OC)C2C3C(COC3=O)C(C4=CC5=C(C=C24)OCO5)OC6C(C(C7C(O6)COC(O7)C8=CC=CS8)O)O. Drug 2: CC1=C(N=C(N=C1N)C(CC(=O)N)NCC(C(=O)N)N)C(=O)NC(C(C2=CN=CN2)OC3C(C(C(C(O3)CO)O)O)OC4C(C(C(C(O4)CO)O)OC(=O)N)O)C(=O)NC(C)C(C(C)C(=O)NC(C(C)O)C(=O)NCCC5=NC(=CS5)C6=NC(=CS6)C(=O)NCCC[S+](C)C)O. Cell line: SK-MEL-5. Synergy scores: CSS=37.3, Synergy_ZIP=-5.57, Synergy_Bliss=2.36, Synergy_Loewe=2.92, Synergy_HSA=3.59. (7) Cell line: SK-MEL-28. Drug 2: COC1=NC(=NC2=C1N=CN2C3C(C(C(O3)CO)O)O)N. Synergy scores: CSS=0.208, Synergy_ZIP=1.77, Synergy_Bliss=4.36, Synergy_Loewe=0.218, Synergy_HSA=1.41. Drug 1: CC12CCC3C(C1CCC2O)C(CC4=C3C=CC(=C4)O)CCCCCCCCCS(=O)CCCC(C(F)(F)F)(F)F. (8) Drug 1: CC(CN1CC(=O)NC(=O)C1)N2CC(=O)NC(=O)C2. Drug 2: C1=CN(C=N1)CC(O)(P(=O)(O)O)P(=O)(O)O. Cell line: PC-3. Synergy scores: CSS=27.4, Synergy_ZIP=-0.984, Synergy_Bliss=6.92, Synergy_Loewe=10.1, Synergy_HSA=9.60. (9) Synergy scores: CSS=-2.62, Synergy_ZIP=2.84, Synergy_Bliss=1.62, Synergy_Loewe=-2.37, Synergy_HSA=-3.45. Cell line: OVCAR-4. Drug 2: C1C(C(OC1N2C=NC3=C(N=C(N=C32)Cl)N)CO)O. Drug 1: C1=CC(=CC=C1CC(C(=O)O)N)N(CCCl)CCCl.Cl.